This data is from Catalyst prediction with 721,799 reactions and 888 catalyst types from USPTO. The task is: Predict which catalyst facilitates the given reaction. (1) Reactant: [NH:1]1[C:9]2[C:4](=[CH:5][CH:6]=[C:7](/[CH:10]=[C:11]3/[C:12](=[O:28])[NH:13][C:14]4[C:19]/3=[CH:18][C:17]([NH:20]C(=O)OC(C)(C)C)=[CH:16][CH:15]=4)[CH:8]=2)[CH:3]=[N:2]1.[C:29]([OH:35])([C:31]([F:34])([F:33])[F:32])=[O:30]. Product: [F:32][C:31]([F:34])([F:33])[C:29]([O-:35])=[O:30].[NH:1]1[C:9]2[C:4](=[CH:5][CH:6]=[C:7](/[CH:10]=[C:11]3/[C:12](=[O:28])[NH:13][C:14]4[C:19]/3=[CH:18][C:17]([NH3+:20])=[CH:16][CH:15]=4)[CH:8]=2)[CH:3]=[N:2]1. The catalyst class is: 2. (2) Reactant: [CH2:1]([CH:3]([NH:6][C:7](=[O:39])[NH:8][C:9]1[CH:38]=[CH:37][C:12]([O:13][C:14]2[CH:19]=[CH:18][C:17]([NH:20][C:21](=[O:35])[C:22]3[CH:27]=[CH:26][C:25]([O:28][CH:29]4[CH2:34][CH2:33][NH:32][CH2:31][CH2:30]4)=[CH:24][CH:23]=3)=[CH:16][C:15]=2[CH3:36])=[CH:11][CH:10]=1)[CH2:4][CH3:5])[CH3:2].[CH:40](=O)[CH2:41][CH3:42].C(O[BH-](OC(=O)C)OC(=O)C)(=O)C.[Na+]. Product: [CH2:1]([CH:3]([NH:6][C:7](=[O:39])[NH:8][C:9]1[CH:10]=[CH:11][C:12]([O:13][C:14]2[CH:19]=[CH:18][C:17]([NH:20][C:21](=[O:35])[C:22]3[CH:27]=[CH:26][C:25]([O:28][CH:29]4[CH2:34][CH2:33][N:32]([CH2:40][CH2:41][CH3:42])[CH2:31][CH2:30]4)=[CH:24][CH:23]=3)=[CH:16][C:15]=2[CH3:36])=[CH:37][CH:38]=1)[CH2:4][CH3:5])[CH3:2]. The catalyst class is: 22. (3) Reactant: [CH3:1][S-:2].[Na+].Cl[C:5]1[N:6]=[C:7]([C:15]2[CH:20]=[CH:19][C:18]([C:21]([F:24])([F:23])[F:22])=[CH:17][CH:16]=2)[C:8]2[CH:13]=[C:12]([CH3:14])[S:11][C:9]=2[N:10]=1.C(=O)(O)[O-].[Na+]. Product: [CH3:14][C:12]1[S:11][C:9]2[N:10]=[C:5]([S:2][CH3:1])[N:6]=[C:7]([C:15]3[CH:20]=[CH:19][C:18]([C:21]([F:24])([F:23])[F:22])=[CH:17][CH:16]=3)[C:8]=2[CH:13]=1. The catalyst class is: 1. (4) Reactant: Cl.[C@:2]12([C:8]([O:10]CC)=[O:9])[CH2:7][C@H:6]1[CH2:5][CH2:4][NH:3]2.[C:13](O[C:13]([O:15][C:16]([CH3:19])([CH3:18])[CH3:17])=[O:14])([O:15][C:16]([CH3:19])([CH3:18])[CH3:17])=[O:14].C(N(CC)CC)C.O. Product: [C:16]([O:15][C:13]([N:3]1[CH2:4][CH2:5][C@H:6]2[C@:2]1([C:8]([OH:10])=[O:9])[CH2:7]2)=[O:14])([CH3:19])([CH3:18])[CH3:17]. The catalyst class is: 7. (5) Reactant: Cl.O1CCOCC1.[Si]([O:15][C@H:16]1[CH2:20][CH2:19][N:18]([CH2:21][C:22]2[CH:27]=[CH:26][C:25]([Cl:28])=[CH:24][CH:23]=2)[C:17]1=[O:29])(C(C)(C)C)(C)C. Product: [Cl:28][C:25]1[CH:24]=[CH:23][C:22]([CH2:21][N:18]2[CH2:19][CH2:20][C@H:16]([OH:15])[C:17]2=[O:29])=[CH:27][CH:26]=1. The catalyst class is: 4.